Dataset: Protein-peptide binding for MDM2, ACE2, and 12ca5 with 34 validated binders. Task: Binary Classification. Given protein and peptide amino acid sequences, predict whether they interact or not. (1) The protein target is MDM2 with sequence MCNTNMSVPTDGAVTTSQIPASEQETLVRPKPLLLKLLKSVGAQKDTYTMKEVLFYLGQYIMTKRLYDEKQQHIVYCSNDLLGDLFGVPSFSVKEHRKIYTMIYRNLVVVNQQESSDSGTSVSENRCHLEGGSDQKDLVQELQEEKPSSSHLVSRPSTSSRRRAISETEENSDELSGERQRKRHKSDSISLSFDESLALCVIREICCERSSSSESTGTPSNPDLDAGVSEHSGDWLDQDSVSDQFSVEFEVESLDSEDYSLSEEGQELSDEDDEVYQVTVYQAGESDTDSFEEDPEISLADYWKCTSCNEMNPPLPSHCNRCWALRENWLPEDKGKDKGEISEKAKLENSTQAEEGFDVPDCKKTIVNDSRESCVEENDDKITQASQSQESEDYSQPSTSSSIIYSSQEDVKEFEREETQDKEESVESSLPLNAIEPCVICQGRPKNGCIVHGKTGHLMACFTCAKKLKKRNKPCPVCRQPIQMIVLTYFP. The peptide is LTFEHYWAQMTSK. (2) The protein target is MDM2 with sequence MCNTNMSVPTDGAVTTSQIPASEQETLVRPKPLLLKLLKSVGAQKDTYTMKEVLFYLGQYIMTKRLYDEKQQHIVYCSNDLLGDLFGVPSFSVKEHRKIYTMIYRNLVVVNQQESSDSGTSVSENRCHLEGGSDQKDLVQELQEEKPSSSHLVSRPSTSSRRRAISETEENSDELSGERQRKRHKSDSISLSFDESLALCVIREICCERSSSSESTGTPSNPDLDAGVSEHSGDWLDQDSVSDQFSVEFEVESLDSEDYSLSEEGQELSDEDDEVYQVTVYQAGESDTDSFEEDPEISLADYWKCTSCNEMNPPLPSHCNRCWALRENWLPEDKGKDKGEISEKAKLENSTQAEEGFDVPDCKKTIVNDSRESCVEENDDKITQASQSQESEDYSQPSTSSSIIYSSQEDVKEFEREETQDKEESVESSLPLNAIEPCVICQGRPKNGCIVHGKTGHLMACFTCAKKLKKRNKPCPVCRQPIQMIVLTYFP. The peptide is TAFAAAWNLLAAK. (3) The protein target is MDM2 with sequence MCNTNMSVPTDGAVTTSQIPASEQETLVRPKPLLLKLLKSVGAQKDTYTMKEVLFYLGQYIMTKRLYDEKQQHIVYCSNDLLGDLFGVPSFSVKEHRKIYTMIYRNLVVVNQQESSDSGTSVSENRCHLEGGSDQKDLVQELQEEKPSSSHLVSRPSTSSRRRAISETEENSDELSGERQRKRHKSDSISLSFDESLALCVIREICCERSSSSESTGTPSNPDLDAGVSEHSGDWLDQDSVSDQFSVEFEVESLDSEDYSLSEEGQELSDEDDEVYQVTVYQAGESDTDSFEEDPEISLADYWKCTSCNEMNPPLPSHCNRCWALRENWLPEDKGKDKGEISEKAKLENSTQAEEGFDVPDCKKTIVNDSRESCVEENDDKITQASQSQESEDYSQPSTSSSIIYSSQEDVKEFEREETQDKEESVESSLPLNAIEPCVICQGRPKNGCIVHGKTGHLMACFTCAKKLKKRNKPCPVCRQPIQMIVLTYFP. The peptide is LTWEHYMAQHTSK. (4) The protein target is MDM2 with sequence MCNTNMSVPTDGAVTTSQIPASEQETLVRPKPLLLKLLKSVGAQKDTYTMKEVLFYLGQYIMTKRLYDEKQQHIVYCSNDLLGDLFGVPSFSVKEHRKIYTMIYRNLVVVNQQESSDSGTSVSENRCHLEGGSDQKDLVQELQEEKPSSSHLVSRPSTSSRRRAISETEENSDELSGERQRKRHKSDSISLSFDESLALCVIREICCERSSSSESTGTPSNPDLDAGVSEHSGDWLDQDSVSDQFSVEFEVESLDSEDYSLSEEGQELSDEDDEVYQVTVYQAGESDTDSFEEDPEISLADYWKCTSCNEMNPPLPSHCNRCWALRENWLPEDKGKDKGEISEKAKLENSTQAEEGFDVPDCKKTIVNDSRESCVEENDDKITQASQSQESEDYSQPSTSSSIIYSSQEDVKEFEREETQDKEESVESSLPLNAIEPCVICQGRPKNGCIVHGKTGHLMACFTCAKKLKKRNKPCPVCRQPIQMIVLTYFP. The peptide is TSFAEYWNALAAK. The binding affinity (KD) is 6.20 nM. (5) The protein target is ACE2 with sequence MSSSSWLLLSLVAVTAAQSTIEEQAKTFLDKFNHEAEDLFYQSSLASWNYNTNITEENVQNMNNAGDKWSAFLKEQSTLAQMYPLQEIQNLTVKLQLQALQQNGSSVLSEDKSKRLNTILNTMSTIYSTGKVCNPDNPQECLLLEPGLNEIMANSLDYNERLWAWESWRSEVGKQLRPLYEEYVVLKNEMARANHYEDYGDYWRGDYEVNGVDGYDYSRGQLIEDVEHTFEEIKPLYEHLHAYVRAKLMNAYPSYISPIGCLPAHLLGDMWGRFWTNLYSLTVPFGQKPNIDVTDAMVDQAWDAQRIFKEAEKFFVSVGLPNMTQGFWENSMLTDPGNVQKAVCHPTAWDLGKGDFRILMCTKVTMDDFLTAHHEMGHIQYDMAYAAQPFLLRNGANEGFHEAVGEIMSLSAATPKHLKSIGLLSPDFQEDNETEINFLLKQALTIVGTLPFTYMLEKWRWMVFKGEIPKDQWMKKWWEMKREIVGVVEPVPHDETYCDP.... The peptide is YAYQDDLWGVFPK. (6) The protein target is MDM2 with sequence MCNTNMSVPTDGAVTTSQIPASEQETLVRPKPLLLKLLKSVGAQKDTYTMKEVLFYLGQYIMTKRLYDEKQQHIVYCSNDLLGDLFGVPSFSVKEHRKIYTMIYRNLVVVNQQESSDSGTSVSENRCHLEGGSDQKDLVQELQEEKPSSSHLVSRPSTSSRRRAISETEENSDELSGERQRKRHKSDSISLSFDESLALCVIREICCERSSSSESTGTPSNPDLDAGVSEHSGDWLDQDSVSDQFSVEFEVESLDSEDYSLSEEGQELSDEDDEVYQVTVYQAGESDTDSFEEDPEISLADYWKCTSCNEMNPPLPSHCNRCWALRENWLPEDKGKDKGEISEKAKLENSTQAEEGFDVPDCKKTIVNDSRESCVEENDDKITQASQSQESEDYSQPSTSSSIIYSSQEDVKEFEREETQDKEESVESSLPLNAIEPCVICQGRPKNGCIVHGKTGHLMACFTCAKKLKKRNKPCPVCRQPIQMIVLTYFP. The peptide is AAFAAYAALLAAK. (7) The protein target is MDM2 with sequence MCNTNMSVPTDGAVTTSQIPASEQETLVRPKPLLLKLLKSVGAQKDTYTMKEVLFYLGQYIMTKRLYDEKQQHIVYCSNDLLGDLFGVPSFSVKEHRKIYTMIYRNLVVVNQQESSDSGTSVSENRCHLEGGSDQKDLVQELQEEKPSSSHLVSRPSTSSRRRAISETEENSDELSGERQRKRHKSDSISLSFDESLALCVIREICCERSSSSESTGTPSNPDLDAGVSEHSGDWLDQDSVSDQFSVEFEVESLDSEDYSLSEEGQELSDEDDEVYQVTVYQAGESDTDSFEEDPEISLADYWKCTSCNEMNPPLPSHCNRCWALRENWLPEDKGKDKGEISEKAKLENSTQAEEGFDVPDCKKTIVNDSRESCVEENDDKITQASQSQESEDYSQPSTSSSIIYSSQEDVKEFEREETQDKEESVESSLPLNAIEPCVICQGRPKNGCIVHGKTGHLMACFTCAKKLKKRNKPCPVCRQPIQMIVLTYFP. The peptide is LTWEHYYAQNTSK. (8) The peptide is AAAAAYWAALSAK. The protein target is MDM2 with sequence MCNTNMSVPTDGAVTTSQIPASEQETLVRPKPLLLKLLKSVGAQKDTYTMKEVLFYLGQYIMTKRLYDEKQQHIVYCSNDLLGDLFGVPSFSVKEHRKIYTMIYRNLVVVNQQESSDSGTSVSENRCHLEGGSDQKDLVQELQEEKPSSSHLVSRPSTSSRRRAISETEENSDELSGERQRKRHKSDSISLSFDESLALCVIREICCERSSSSESTGTPSNPDLDAGVSEHSGDWLDQDSVSDQFSVEFEVESLDSEDYSLSEEGQELSDEDDEVYQVTVYQAGESDTDSFEEDPEISLADYWKCTSCNEMNPPLPSHCNRCWALRENWLPEDKGKDKGEISEKAKLENSTQAEEGFDVPDCKKTIVNDSRESCVEENDDKITQASQSQESEDYSQPSTSSSIIYSSQEDVKEFEREETQDKEESVESSLPLNAIEPCVICQGRPKNGCIVHGKTGHLMACFTCAKKLKKRNKPCPVCRQPIQMIVLTYFP. (9) The protein target is MDM2 with sequence MCNTNMSVPTDGAVTTSQIPASEQETLVRPKPLLLKLLKSVGAQKDTYTMKEVLFYLGQYIMTKRLYDEKQQHIVYCSNDLLGDLFGVPSFSVKEHRKIYTMIYRNLVVVNQQESSDSGTSVSENRCHLEGGSDQKDLVQELQEEKPSSSHLVSRPSTSSRRRAISETEENSDELSGERQRKRHKSDSISLSFDESLALCVIREICCERSSSSESTGTPSNPDLDAGVSEHSGDWLDQDSVSDQFSVEFEVESLDSEDYSLSEEGQELSDEDDEVYQVTVYQAGESDTDSFEEDPEISLADYWKCTSCNEMNPPLPSHCNRCWALRENWLPEDKGKDKGEISEKAKLENSTQAEEGFDVPDCKKTIVNDSRESCVEENDDKITQASQSQESEDYSQPSTSSSIIYSSQEDVKEFEREETQDKEESVESSLPLNAIEPCVICQGRPKNGCIVHGKTGHLMACFTCAKKLKKRNKPCPVCRQPIQMIVLTYFP. The peptide is ASFAAYWALASPK.